Task: Predict the reactants needed to synthesize the given product.. Dataset: Full USPTO retrosynthesis dataset with 1.9M reactions from patents (1976-2016) (1) Given the product [OH:26][CH2:27][CH2:25][CH2:24][O:23][C:20]1[C:21]2[B:6]([OH:11])[O:15][CH2:16][C:18]=2[CH:3]=[CH:2][CH:1]=1, predict the reactants needed to synthesize it. The reactants are: [CH2:1]([Li])[CH2:2][CH2:3]C.[B:6]([O:15][CH:16]([CH3:18])C)([O:11]C(C)C)OC(C)C.Cl.[C:20]([O:23][CH2:24][CH3:25])(=O)[CH3:21].[O:26]1CCC[CH2:27]1. (2) Given the product [CH3:11][O:10][C:9]1[CH:8]=[CH:7][N:6]=[CH:5][C:4]=1[NH:1][C:2]([NH2:12])=[S:3], predict the reactants needed to synthesize it. The reactants are: [N:1]([C:4]1[CH:5]=[N:6][CH:7]=[CH:8][C:9]=1[O:10][CH3:11])=[C:2]=[S:3].[NH3:12]. (3) Given the product [Cl:19][C:15]1[CH:14]=[C:13]([C:10]2[C:6]3[N:7]=[CH:8][S:9][C:5]=3[CH:4]=[C:3]([CH2:2][C:26]3[CH:27]=[C:22]([OH:21])[CH:31]=[CH:24][CH:25]=3)[C:11]=2[F:12])[CH:18]=[CH:17][CH:16]=1, predict the reactants needed to synthesize it. The reactants are: Br[CH2:2][C:3]1[C:11]([F:12])=[C:10]([C:13]2[CH:18]=[CH:17][CH:16]=[C:15]([Cl:19])[CH:14]=2)[C:6]2[N:7]=[CH:8][S:9][C:5]=2[CH:4]=1.C[O:21][C:22]1[CH:27]=[CH:26][C:25](B(O)O)=[CH:24]N=1.[CH3:31]OCCOC. (4) Given the product [CH3:49][O:48][C:45]1[CH:46]=[CH:47][C:42]([CH:9]([C:6]2[CH:5]=[CH:4][C:3]([O:2][CH3:1])=[CH:8][CH:7]=2)[O:10][CH:11]([C:36]2[CH:37]=[CH:38][CH:39]=[CH:40][CH:41]=2)[CH:12]2[CH:13]([O:35][C:50](=[O:57])[C:51]3[CH:56]=[CH:55][CH:54]=[CH:53][CH:52]=3)[CH:14]([O:33][CH3:34])[CH:15]([N:17]3[CH:25]=[N:24][C:23]4[C:22](=[O:26])[NH:21][C:20]([NH:27][C:28](=[O:32])[CH:29]([CH3:31])[CH3:30])=[N:19][C:18]3=4)[O:16]2)=[CH:43][CH:44]=1, predict the reactants needed to synthesize it. The reactants are: [CH3:1][O:2][C:3]1[CH:8]=[CH:7][C:6]([CH:9]([C:42]2[CH:47]=[CH:46][C:45]([O:48][CH3:49])=[CH:44][CH:43]=2)[O:10][CH:11]([C:36]2[CH:41]=[CH:40][CH:39]=[CH:38][CH:37]=2)[CH:12]2[O:16][CH:15]([N:17]3[CH:25]=[N:24][C:23]4[C:22](=[O:26])[NH:21][C:20]([NH:27][C:28](=[O:32])[CH:29]([CH3:31])[CH3:30])=[N:19][C:18]3=4)[CH:14]([O:33][CH3:34])[CH:13]2[OH:35])=[CH:5][CH:4]=1.[C:50](O[C:50](=[O:57])[C:51]1[CH:56]=[CH:55][CH:54]=[CH:53][CH:52]=1)(=[O:57])[C:51]1[CH:56]=[CH:55][CH:54]=[CH:53][CH:52]=1.